This data is from Full USPTO retrosynthesis dataset with 1.9M reactions from patents (1976-2016). The task is: Predict the reactants needed to synthesize the given product. Given the product [CH3:7][O:6][C:5]1[CH:4]=[C:3]([CH:11]=[CH:10][C:8]=1[O:9][CH2:13][C:14]1[C:23]2[C:18](=[CH:19][CH:20]=[CH:21][CH:22]=2)[CH:17]=[CH:16][CH:15]=1)[CH:2]=[O:1], predict the reactants needed to synthesize it. The reactants are: [O:1]=[CH:2][C:3]1[CH:11]=[CH:10][C:8]([OH:9])=[C:5]([O:6][CH3:7])[CH:4]=1.Cl[CH2:13][C:14]1[C:23]2[C:18](=[CH:19][CH:20]=[CH:21][CH:22]=2)[CH:17]=[CH:16][CH:15]=1.C(=O)([O-])[O-].[K+].[K+].O.